Dataset: Reaction yield outcomes from USPTO patents with 853,638 reactions. Task: Predict the reaction yield, written as a fraction of the theoretical maximum amount of product (1.0 means a 100% yield; for example, 0.34 means a 34% yield). (1) The reactants are Cl.[C:2]([O:6][C:7]([NH:9][CH2:10][CH2:11][CH2:12][CH2:13][CH2:14][CH2:15][NH2:16])=[O:8])([CH3:5])([CH3:4])[CH3:3].C(=O)([O-])[O-].[C:21](/[CH:23]=[CH:24]/[S:25]([C:28]1[CH:33]=[CH:32][C:31]([C:34]([CH3:39])([CH3:38])[C:35](O)=[O:36])=[CH:30][CH:29]=1)(=[O:27])=[O:26])#[N:22].ON1C2C=CC=CC=2N=N1.Cl.CN(C)CCCN=C=NCC.C(N(CC)C(C)C)(C)C.C(OC(NCCCCCCN)=O)(C)(C)C. The catalyst is C(Cl)Cl. The product is [C:2]([O:6][C:7](=[O:8])[NH:9][CH2:10][CH2:11][CH2:12][CH2:13][CH2:14][CH2:15][NH:16][C:35](=[O:36])[C:34]([C:31]1[CH:30]=[CH:29][C:28]([S:25](/[CH:24]=[CH:23]/[C:21]#[N:22])(=[O:26])=[O:27])=[CH:33][CH:32]=1)([CH3:39])[CH3:38])([CH3:5])([CH3:4])[CH3:3]. The yield is 0.700. (2) The reactants are [Cl:1][C:2]1[CH:14]=[C:13]([N+:15]([O-])=O)[CH:12]=[CH:11][C:3]=1[C:4]([O:6][C:7]([CH3:10])([CH3:9])[CH3:8])=[O:5].C(OCC)(=O)C. The catalyst is C(O)C.[Pt]. The product is [NH2:15][C:13]1[CH:12]=[CH:11][C:3]([C:4]([O:6][C:7]([CH3:9])([CH3:10])[CH3:8])=[O:5])=[C:2]([Cl:1])[CH:14]=1. The yield is 0.960. (3) The reactants are [N:1]1([CH2:7][C:8]2[N:16]3[C:11]([C:12]([NH2:17])=[N:13][CH:14]=[N:15]3)=[CH:10][CH:9]=2)[CH2:6][CH2:5][O:4][CH2:3][CH2:2]1.[Br:18]N1C(C)(C)C(=O)N(Br)C1=O. The catalyst is C1COCC1. The product is [Br:18][C:10]1[CH:9]=[C:8]([CH2:7][N:1]2[CH2:6][CH2:5][O:4][CH2:3][CH2:2]2)[N:16]2[C:11]=1[C:12]([NH2:17])=[N:13][CH:14]=[N:15]2. The yield is 0.790. (4) The reactants are Br[C:2]1[CH:3]=[C:4]([N:8]2[C:12]3[CH2:13][CH2:14][CH:15]([OH:16])[C:11]=3[C:10]([C:17]([O:19][CH2:20][CH3:21])=[O:18])=[N:9]2)[CH:5]=[CH:6][CH:7]=1.[C:22]([C@:24]1([OH:31])[CH2:28][CH2:27][N:26]([CH3:29])[C:25]1=[O:30])#[CH:23]. No catalyst specified. The product is [OH:16][CH:15]1[C:11]2[C:10]([C:17]([O:19][CH2:20][CH3:21])=[O:18])=[N:9][N:8]([C:4]3[CH:5]=[CH:6][CH:7]=[C:2]([C:23]#[C:22][C@:24]4([OH:31])[CH2:28][CH2:27][N:26]([CH3:29])[C:25]4=[O:30])[CH:3]=3)[C:12]=2[CH2:13][CH2:14]1. The yield is 1.35. (5) The reactants are [CH2:1]([N:3]1[C:11]2[C:6](=[CH:7][CH:8]=[C:9]([O:12][CH3:13])[CH:10]=2)[C:5]([C:14]#[N:15])=[C:4]1[Sn](CCCC)(CCCC)CCCC)[CH3:2].I[C:30]1[CH:31]=[C:32]([OH:36])[CH:33]=[CH:34][CH:35]=1.C1COCC1.CCOCC. The catalyst is CCOC(C)=O.Cl[Pd](Cl)([P](C1C=CC=CC=1)(C1C=CC=CC=1)C1C=CC=CC=1)[P](C1C=CC=CC=1)(C1C=CC=CC=1)C1C=CC=CC=1.[Cu]I. The product is [CH2:1]([N:3]1[C:11]2[C:6](=[CH:7][CH:8]=[C:9]([O:12][CH3:13])[CH:10]=2)[C:5]([C:14]#[N:15])=[C:4]1[C:30]1[CH:35]=[CH:34][CH:33]=[C:32]([OH:36])[CH:31]=1)[CH3:2]. The yield is 0.720. (6) The reactants are [F:1][C:2]1[CH:3]=[C:4]([CH:14]=[CH:15][CH:16]=1)[CH2:5][N:6]1[CH:11]=[CH:10][C:9]([OH:12])=[CH:8][C:7]1=[O:13].C([O-])([O-])=O.[K+].[K+].[F:23][C:24]1[CH:31]=[C:30]([F:32])[CH:29]=[CH:28][C:25]=1[CH2:26]Br. The catalyst is CC(C)=O. The product is [F:23][C:24]1[CH:31]=[C:30]([F:32])[CH:29]=[CH:28][C:25]=1[CH2:26][O:12][C:9]1[CH:10]=[CH:11][N:6]([CH2:5][C:4]2[CH:14]=[CH:15][CH:16]=[C:2]([F:1])[CH:3]=2)[C:7](=[O:13])[CH:8]=1. The yield is 0.840. (7) The reactants are [N+:1]([C:4]1[CH:12]=[CH:11][CH:10]=[C:9]2[C:5]=1[CH2:6][CH2:7][CH:8]2[N:13]1[CH2:18][CH2:17][N:16]([C:19]([O:21][CH3:22])=[O:20])[CH2:15][CH2:14]1)([O-])=O. The catalyst is [Fe].CC(O)=O. The product is [NH2:1][C:4]1[CH:12]=[CH:11][CH:10]=[C:9]2[C:5]=1[CH2:6][CH2:7][CH:8]2[N:13]1[CH2:14][CH2:15][N:16]([C:19]([O:21][CH3:22])=[O:20])[CH2:17][CH2:18]1. The yield is 0.920.